Dataset: Full USPTO retrosynthesis dataset with 1.9M reactions from patents (1976-2016). Task: Predict the reactants needed to synthesize the given product. (1) Given the product [CH3:8][C:7]1[N:10]=[N:13][C:1]([CH2:3][C:4]([OH:6])=[O:5])=[N:2][N:9]=1, predict the reactants needed to synthesize it. The reactants are: [C:1]([CH2:3][C:4]([OH:6])=[O:5])#[N:2].[C:7]([NH2:10])(=[NH:9])[CH3:8].C(#[N:13])C. (2) The reactants are: [OH:1][N:2]=[C:3]([NH2:7])[CH:4]([OH:6])[CH3:5].[Cl:8][C:9]1[CH:10]=[C:11]([CH:15]=[CH:16][CH:17]=1)[C:12](Cl)=O.CCOCC.C([O-])(=O)C.[Na+]. Given the product [Cl:8][C:9]1[CH:10]=[C:11]([C:12]2[O:1][N:2]=[C:3]([CH:4]([OH:6])[CH3:5])[N:7]=2)[CH:15]=[CH:16][CH:17]=1, predict the reactants needed to synthesize it. (3) The reactants are: C(OC(=O)[NH:7][C@@H:8]1[CH2:10][C@H:9]1[C:11]1[CH:16]=[CH:15][C:14]([NH:17][C:18]([C:20]2[CH:25]=[CH:24][CH:23]=[C:22]([N:26]3[CH2:31][CH2:30][CH2:29][CH2:28][C:27]3=[O:32])[CH:21]=2)=[O:19])=[CH:13][CH:12]=1)(C)(C)C.[ClH:34].C(OCC)(=O)C. Given the product [ClH:34].[NH2:7][C@@H:8]1[CH2:10][C@H:9]1[C:11]1[CH:16]=[CH:15][C:14]([NH:17][C:18](=[O:19])[C:20]2[CH:25]=[CH:24][CH:23]=[C:22]([N:26]3[CH2:31][CH2:30][CH2:29][CH2:28][C:27]3=[O:32])[CH:21]=2)=[CH:13][CH:12]=1, predict the reactants needed to synthesize it. (4) Given the product [CH3:19][O:20][C:21]1[CH:27]=[C:26]([N:28]2[CH2:29][CH2:30][N:31]([CH3:34])[CH2:32][CH2:33]2)[C:25]([N+:35]([O-:37])=[O:36])=[CH:24][C:22]=1[NH:23][C:2]1[N:7]=[C:6]([N:8]2[CH:12]=[CH:11][C:10]([C:13]3[CH:18]=[CH:17][CH:16]=[CH:15][CH:14]=3)=[N:9]2)[CH:5]=[CH:4][N:3]=1, predict the reactants needed to synthesize it. The reactants are: Cl[C:2]1[N:7]=[C:6]([N:8]2[CH:12]=[CH:11][C:10]([C:13]3[CH:18]=[CH:17][CH:16]=[CH:15][CH:14]=3)=[N:9]2)[CH:5]=[CH:4][N:3]=1.[CH3:19][O:20][C:21]1[CH:27]=[C:26]([N:28]2[CH2:33][CH2:32][N:31]([CH3:34])[CH2:30][CH2:29]2)[C:25]([N+:35]([O-:37])=[O:36])=[CH:24][C:22]=1[NH2:23]. (5) Given the product [Cl:23][C:20]1[CH:21]=[C:22]2[C:17](=[C:18]([Cl:24])[CH:19]=1)[CH2:16][N:15]([CH3:25])[CH2:14][C@H:13]2[C:8]1[CH:9]=[CH:10][CH:11]=[CH:12][C:7]=1[N:6]1[CH2:2][CH2:3][O:4][C:5]1=[O:26], predict the reactants needed to synthesize it. The reactants are: Cl[CH2:2][CH2:3][O:4][C:5](=[O:26])[NH:6][C:7]1[CH:12]=[CH:11][CH:10]=[CH:9][C:8]=1[C@H:13]1[C:22]2[C:17](=[C:18]([Cl:24])[CH:19]=[C:20]([Cl:23])[CH:21]=2)[CH2:16][N:15]([CH3:25])[CH2:14]1.[H-].[Na+].Cl.